Predict the product of the given reaction. From a dataset of Forward reaction prediction with 1.9M reactions from USPTO patents (1976-2016). (1) Given the reactants [CH:1]([C:3]1[CH:8]=[CH:7][C:6]([P:9]([CH3:14])(=[O:13])[O:10][CH2:11][CH3:12])=[CH:5][CH:4]=1)=O.Cl.[NH2:16][OH:17].C([O-])(O)=O.[Na+], predict the reaction product. The product is: [OH:17]/[N:16]=[CH:1]/[C:3]1[CH:8]=[CH:7][C:6]([P:9]([CH3:14])(=[O:13])[O:10][CH2:11][CH3:12])=[CH:5][CH:4]=1. (2) Given the reactants [Cl:1][C:2]1[CH:25]=[C:24]([Cl:26])[CH:23]=[C:22]([CH3:27])[C:3]=1[O:4][C:5]1[N:9]([CH3:10])[C:8]2[C:11]([CH:17]([CH2:20][CH3:21])[CH2:18][CH3:19])=[CH:12][CH:13]=[C:14]([CH:15]=O)[C:7]=2[N:6]=1.[NH:28]1[CH2:32][CH2:31][CH2:30][CH2:29]1.C(O)(=O)C.C(O[BH-](OC(=O)C)OC(=O)C)(=O)C.[Na+], predict the reaction product. The product is: [Cl:1][C:2]1[CH:25]=[C:24]([Cl:26])[CH:23]=[C:22]([CH3:27])[C:3]=1[O:4][C:5]1[N:9]([CH3:10])[C:8]2[C:11]([CH:17]([CH2:20][CH3:21])[CH2:18][CH3:19])=[CH:12][CH:13]=[C:14]([CH2:15][N:28]3[CH2:32][CH2:31][CH2:30][CH2:29]3)[C:7]=2[N:6]=1. (3) Given the reactants [N:1]12[CH2:8][CH2:7][C:4]([C:9]([C:18]3[CH:23]=[CH:22][C:21]([F:24])=[CH:20][CH:19]=3)([C:11]3[CH:16]=[CH:15][C:14]([F:17])=[CH:13][CH:12]=3)[OH:10])([CH2:5][CH2:6]1)[CH2:3][CH2:2]2.[C:25]1([O:31][CH2:32][CH2:33][CH2:34][Br:35])[CH:30]=[CH:29][CH:28]=[CH:27][CH:26]=1, predict the reaction product. The product is: [Br-:35].[F:17][C:14]1[CH:15]=[CH:16][C:11]([C:9]([C:18]2[CH:19]=[CH:20][C:21]([F:24])=[CH:22][CH:23]=2)([OH:10])[C:4]23[CH2:5][CH2:6][N+:1]([CH2:34][CH2:33][CH2:32][O:31][C:25]4[CH:30]=[CH:29][CH:28]=[CH:27][CH:26]=4)([CH2:2][CH2:3]2)[CH2:8][CH2:7]3)=[CH:12][CH:13]=1. (4) Given the reactants C(=O)([O-])[O-].[K+].[K+].C([O:10][C:11]1[CH:38]=[C:37]([Cl:39])[CH:36]=[CH:35][C:12]=1[C:13]([NH:15][C:16]1[CH:28]=[C:27]([C:29]2[CH:34]=[CH:33][CH:32]=[CH:31][CH:30]=2)[CH:26]=[CH:25][C:17]=1[C:18]([O:20][C:21]([CH3:24])([CH3:23])[CH3:22])=[O:19])=[O:14])(=O)C, predict the reaction product. The product is: [Cl:39][C:37]1[CH:36]=[CH:35][C:12]([C:13]([NH:15][C:16]2[CH:28]=[C:27]([C:29]3[CH:34]=[CH:33][CH:32]=[CH:31][CH:30]=3)[CH:26]=[CH:25][C:17]=2[C:18]([O:20][C:21]([CH3:24])([CH3:23])[CH3:22])=[O:19])=[O:14])=[C:11]([OH:10])[CH:38]=1. (5) The product is: [CH3:14][O:15][CH2:16][CH2:17][O:18][CH2:19][CH2:20][O:21][CH2:22][CH:23]=[O:24]. Given the reactants C(Cl)(=O)C(Cl)=O.C(=O)=O.CC(C)=O.[CH3:14][O:15][CH2:16][CH2:17][O:18][CH2:19][CH2:20][O:21][CH2:22][CH2:23][OH:24].CCN(CC)CC, predict the reaction product. (6) Given the reactants Cl[CH:2]([C:33]1[CH:38]=[CH:37][CH:36]=[CH:35][CH:34]=1)[C:3]([C:5]1[C:13]2[C:8](=[CH:9][CH:10]=[CH:11][CH:12]=2)[N:7]([S:14]([CH:17]2[CH2:22][CH2:21][N:20]([C:23]([O:25][CH2:26][C:27]3[CH:32]=[CH:31][CH:30]=[CH:29][CH:28]=3)=[O:24])[CH2:19][CH2:18]2)(=[O:16])=[O:15])[CH:6]=1)=[O:4].[CH3:39][O:40][C:41]1[CH:46]=[CH:45][CH:44]=[C:43]([NH2:47])[CH:42]=1, predict the reaction product. The product is: [CH3:39][O:40][C:41]1[CH:42]=[C:43]([NH:47][CH:2]([C:33]2[CH:38]=[CH:37][CH:36]=[CH:35][CH:34]=2)[C:3]([C:5]2[C:13]3[C:8](=[CH:9][CH:10]=[CH:11][CH:12]=3)[N:7]([S:14]([CH:17]3[CH2:22][CH2:21][N:20]([C:23]([O:25][CH2:26][C:27]4[CH:32]=[CH:31][CH:30]=[CH:29][CH:28]=4)=[O:24])[CH2:19][CH2:18]3)(=[O:16])=[O:15])[CH:6]=2)=[O:4])[CH:44]=[CH:45][CH:46]=1.[CH3:39][O:40][C:41]1[CH:42]=[C:43]([NH:47][CH:2]([C:33]2[CH:38]=[CH:37][CH:36]=[CH:35][CH:34]=2)[C:3]([C:5]2[C:13]3[C:8](=[CH:9][CH:10]=[CH:11][CH:12]=3)[N:7]([S:14]([CH:17]3[CH2:22][CH2:21][NH:20][CH2:19][CH2:18]3)(=[O:15])=[O:16])[CH:6]=2)=[O:4])[CH:44]=[CH:45][CH:46]=1. (7) Given the reactants [C:1]([C:3]1[CH:12]=[CH:11][CH:10]=[C:9]2[C:4]=1[CH2:5][CH2:6][N:7]([C:13]([O:15][C:16]([CH3:19])([CH3:18])[CH3:17])=[O:14])[CH2:8]2)#[N:2].C(=O)([O-])O.[Na+].Cl.[NH2:26][OH:27], predict the reaction product. The product is: [OH:27][NH:26][C:1](=[NH:2])[C:3]1[CH:12]=[CH:11][CH:10]=[C:9]2[C:4]=1[CH2:5][CH2:6][N:7]([C:13]([O:15][C:16]([CH3:18])([CH3:17])[CH3:19])=[O:14])[CH2:8]2.